This data is from Forward reaction prediction with 1.9M reactions from USPTO patents (1976-2016). The task is: Predict the product of the given reaction. Given the reactants [Na+].[Br:2][C:3]1[N:8]=[CH:7][C:6]([CH:9]=[CH:10][C:11](=[O:15])[C:12]([O-:14])=[O:13])=[CH:5][CH:4]=1.[CH3:16]I.O, predict the reaction product. The product is: [CH3:16][O:13][C:12](=[O:14])[C:11](=[O:15])[CH:10]=[CH:9][C:6]1[CH:7]=[N:8][C:3]([Br:2])=[CH:4][CH:5]=1.